This data is from Full USPTO retrosynthesis dataset with 1.9M reactions from patents (1976-2016). The task is: Predict the reactants needed to synthesize the given product. (1) Given the product [CH2:15]([O:14][CH2:13][CH2:12][N:8]([CH:9]([CH3:10])[CH3:11])[C:6]([O:5][C:1]([CH3:2])([CH3:3])[CH3:4])=[O:7])[C:16]1[CH:21]=[CH:20][CH:19]=[CH:18][CH:17]=1, predict the reactants needed to synthesize it. The reactants are: [C:1]([O:5][C:6]([N:8]([CH2:12][CH2:13][OH:14])[CH:9]([CH3:11])[CH3:10])=[O:7])([CH3:4])([CH3:3])[CH3:2].[CH2:15](Br)[C:16]1[CH:21]=[CH:20][CH:19]=[CH:18][CH:17]=1.[H-].[Na+].O. (2) Given the product [C:16]([O:18][C:10]1[N:11]=[C:12]([C:16]([O:18][CH2:19][CH3:20])=[O:17])[C:13]2[CH2:14][CH2:15][N:6]([CH2:5][C:4]3[CH:24]=[CH:25][C:26]([F:27])=[C:2]([Cl:1])[CH:3]=3)[C:7](=[O:23])[C:8]=2[C:9]=1[O:22][C:9](=[O:22])[CH3:8])(=[O:17])[CH3:12], predict the reactants needed to synthesize it. The reactants are: [Cl:1][C:2]1[CH:3]=[C:4]([CH:24]=[CH:25][C:26]=1[F:27])[CH2:5][N:6]1[CH2:15][CH2:14][C:13]2[C:8](=[C:9]([OH:22])[CH:10]=[N+:11]([O-])[C:12]=2[C:16]([O:18][CH2:19][CH3:20])=[O:17])[C:7]1=[O:23]. (3) Given the product [C:15]([O:19][C:20]([N:22]1[CH2:23][CH:24]=[C:25]([C:9]2[CH:10]=[C:11]3[C:6]([CH:5]=[CH:4][N:3]=[C:2]3[Cl:1])=[CH:7][CH:8]=2)[CH2:26][CH2:27]1)=[O:21])([CH3:18])([CH3:16])[CH3:17], predict the reactants needed to synthesize it. The reactants are: [Cl:1][C:2]1[C:11]2[C:6](=[CH:7][CH:8]=[C:9](B(O)O)[CH:10]=2)[CH:5]=[CH:4][N:3]=1.[C:15]([O:19][C:20]([N:22]1[CH2:27][CH:26]=[C:25](OS(C(F)(F)F)(=O)=O)[CH2:24][CH2:23]1)=[O:21])([CH3:18])([CH3:17])[CH3:16].[Cl-].[Li+].C(=O)([O-])[O-].[Na+].[Na+].[OH-].[NH4+]. (4) Given the product [ClH:7].[ClH:7].[NH2:15][CH2:16][C:17]1[C:18]([CH2:34][C:35]([CH3:38])([CH3:37])[CH3:36])=[N:19][C:20]([CH3:33])=[C:21]([C:25]=1[C:26]1[CH:31]=[CH:30][C:29]([CH3:32])=[CH:28][CH:27]=1)[C:22]([OH:24])=[O:23], predict the reactants needed to synthesize it. The reactants are: O1CCOCC1.[ClH:7].C(OC([NH:15][CH2:16][C:17]1[C:18]([CH2:34][C:35]([CH3:38])([CH3:37])[CH3:36])=[N:19][C:20]([CH3:33])=[C:21]([C:25]=1[C:26]1[CH:31]=[CH:30][C:29]([CH3:32])=[CH:28][CH:27]=1)[C:22]([OH:24])=[O:23])=O)(C)(C)C. (5) Given the product [Cl:1][C:2]1[CH:7]=[CH:6][C:5]([S:8]([N:11]([CH2:12][C:13]2[CH:14]=[CH:15][C:16]([C:17]([O:19][CH3:20])=[O:18])=[CH:21][CH:22]=2)[C@H:31]([C:28]2[CH:29]=[CH:30][C:25]([C:24]([F:23])([F:35])[F:36])=[CH:26][CH:27]=2)[CH2:32][CH3:33])(=[O:10])=[O:9])=[CH:4][CH:3]=1, predict the reactants needed to synthesize it. The reactants are: [Cl:1][C:2]1[CH:7]=[CH:6][C:5]([S:8]([NH:11][CH2:12][C:13]2[CH:22]=[CH:21][C:16]([C:17]([O:19][CH3:20])=[O:18])=[CH:15][CH:14]=2)(=[O:10])=[O:9])=[CH:4][CH:3]=1.[F:23][C:24]([F:36])([F:35])[C:25]1[CH:30]=[CH:29][C:28]([C@H:31](O)[CH2:32][CH3:33])=[CH:27][CH:26]=1.C1C=CC(P(C2C=CC=CC=2)C2C=CC=CC=2)=CC=1.CC(OC(/N=N/C(OC(C)C)=O)=O)C. (6) Given the product [NH2:4][C:5]1[C:6]([N+:16]([O-:18])=[O:17])=[CH:7][C:8]([CH3:15])=[C:9]([CH:14]=1)[C:10]([O:12][CH3:13])=[O:11], predict the reactants needed to synthesize it. The reactants are: C([NH:4][C:5]1[C:6]([N+:16]([O-:18])=[O:17])=[CH:7][C:8]([CH3:15])=[C:9]([CH:14]=1)[C:10]([O:12][CH3:13])=[O:11])(=O)C. (7) Given the product [F:39][C:40]1[C:45]([F:46])=[CH:44][CH:43]=[C:42]2[C:41]=1[CH2:47][CH2:48][CH2:49][C:50]2=[O:52], predict the reactants needed to synthesize it. The reactants are: CS(O)(=O)=O.O=P12OP3(OP(OP(O3)(O1)=O)(=O)O2)=O.CS(O)(=O)=O.O=P12OP3(OP(OP(O3)(O1)=O)(=O)O2)=O.[F:39][C:40]1[C:45]([F:46])=[CH:44][CH:43]=[CH:42][C:41]=1[CH2:47][CH2:48][CH2:49][C:50]([OH:52])=O. (8) Given the product [C:24]([O:28][C:29]([NH:31][S:32]([NH:1][C@H:2]1[C@H:8]([C:9]2[CH:14]=[CH:13][C:12]([Cl:15])=[C:11]([Cl:16])[CH:10]=2)[O:7][CH2:6][CH2:5][N:4]([C:17]([O:19][C:20]([CH3:23])([CH3:22])[CH3:21])=[O:18])[CH2:3]1)(=[O:34])=[O:33])=[O:30])([CH3:27])([CH3:25])[CH3:26], predict the reactants needed to synthesize it. The reactants are: [NH2:1][C@H:2]1[C@H:8]([C:9]2[CH:14]=[CH:13][C:12]([Cl:15])=[C:11]([Cl:16])[CH:10]=2)[O:7][CH2:6][CH2:5][N:4]([C:17]([O:19][C:20]([CH3:23])([CH3:22])[CH3:21])=[O:18])[CH2:3]1.[C:24]([O:28][C:29]([N-:31][S:32](N1C=CC(=[N+](C)C)C=C1)(=[O:34])=[O:33])=[O:30])([CH3:27])([CH3:26])[CH3:25].